The task is: Predict the product of the given reaction.. This data is from Forward reaction prediction with 1.9M reactions from USPTO patents (1976-2016). Given the reactants [NH3:1].[N:2]([CH2:5][CH2:6][CH2:7][CH2:8][CH3:9])=[C:3]=[O:4], predict the reaction product. The product is: [CH2:5]([NH:2][C:3]([NH2:1])=[O:4])[CH2:6][CH2:7][CH2:8][CH3:9].